This data is from NCI-60 drug combinations with 297,098 pairs across 59 cell lines. The task is: Regression. Given two drug SMILES strings and cell line genomic features, predict the synergy score measuring deviation from expected non-interaction effect. (1) Drug 1: CN(C)N=NC1=C(NC=N1)C(=O)N. Drug 2: C1CCC(C(C1)N)N.C(=O)(C(=O)[O-])[O-].[Pt+4]. Cell line: NCI-H322M. Synergy scores: CSS=4.15, Synergy_ZIP=0.556, Synergy_Bliss=5.56, Synergy_Loewe=2.68, Synergy_HSA=2.68. (2) Drug 1: CC1=C(C(=O)C2=C(C1=O)N3CC4C(C3(C2COC(=O)N)OC)N4)N. Drug 2: N.N.Cl[Pt+2]Cl. Cell line: CCRF-CEM. Synergy scores: CSS=80.7, Synergy_ZIP=-1.47, Synergy_Bliss=-1.43, Synergy_Loewe=-1.93, Synergy_HSA=1.15. (3) Drug 1: C1=CC(=CC=C1CCC2=CNC3=C2C(=O)NC(=N3)N)C(=O)NC(CCC(=O)O)C(=O)O. Drug 2: CCN(CC)CCNC(=O)C1=C(NC(=C1C)C=C2C3=C(C=CC(=C3)F)NC2=O)C. Cell line: HCC-2998. Synergy scores: CSS=25.1, Synergy_ZIP=1.93, Synergy_Bliss=1.72, Synergy_Loewe=-7.15, Synergy_HSA=0.834. (4) Drug 1: CC1C(C(CC(O1)OC2CC(CC3=C2C(=C4C(=C3O)C(=O)C5=C(C4=O)C(=CC=C5)OC)O)(C(=O)C)O)N)O.Cl. Drug 2: CC1C(C(CC(O1)OC2CC(CC3=C2C(=C4C(=C3O)C(=O)C5=C(C4=O)C(=CC=C5)OC)O)(C(=O)CO)O)N)O.Cl. Cell line: SK-MEL-5. Synergy scores: CSS=55.9, Synergy_ZIP=0.719, Synergy_Bliss=4.34, Synergy_Loewe=1.98, Synergy_HSA=5.15. (5) Drug 1: COC1=NC(=NC2=C1N=CN2C3C(C(C(O3)CO)O)O)N. Drug 2: CC1=C(C(=CC=C1)Cl)NC(=O)C2=CN=C(S2)NC3=CC(=NC(=N3)C)N4CCN(CC4)CCO. Cell line: 786-0. Synergy scores: CSS=-5.74, Synergy_ZIP=4.45, Synergy_Bliss=2.29, Synergy_Loewe=-6.78, Synergy_HSA=-5.91. (6) Drug 1: CCC1(CC2CC(C3=C(CCN(C2)C1)C4=CC=CC=C4N3)(C5=C(C=C6C(=C5)C78CCN9C7C(C=CC9)(C(C(C8N6C)(C(=O)OC)O)OC(=O)C)CC)OC)C(=O)OC)O.OS(=O)(=O)O. Drug 2: CS(=O)(=O)OCCCCOS(=O)(=O)C. Cell line: MOLT-4. Synergy scores: CSS=42.0, Synergy_ZIP=6.86, Synergy_Bliss=7.78, Synergy_Loewe=6.42, Synergy_HSA=6.73. (7) Drug 1: C1CC(C1)(C(=O)O)C(=O)O.[NH2-].[NH2-].[Pt+2]. Drug 2: CCC1=C2CN3C(=CC4=C(C3=O)COC(=O)C4(CC)O)C2=NC5=C1C=C(C=C5)O. Cell line: KM12. Synergy scores: CSS=21.5, Synergy_ZIP=-5.78, Synergy_Bliss=-1.53, Synergy_Loewe=-11.8, Synergy_HSA=-2.96. (8) Synergy scores: CSS=-3.83, Synergy_ZIP=10.5, Synergy_Bliss=9.29, Synergy_Loewe=7.38, Synergy_HSA=6.98. Drug 2: CNC(=O)C1=NC=CC(=C1)OC2=CC=C(C=C2)NC(=O)NC3=CC(=C(C=C3)Cl)C(F)(F)F. Drug 1: CC1=C(C(CCC1)(C)C)C=CC(=CC=CC(=CC(=O)O)C)C. Cell line: A498. (9) Drug 1: CN1C(=O)N2C=NC(=C2N=N1)C(=O)N. Drug 2: C1CN1C2=NC(=NC(=N2)N3CC3)N4CC4. Cell line: NCI-H522. Synergy scores: CSS=23.1, Synergy_ZIP=0.235, Synergy_Bliss=0.785, Synergy_Loewe=-21.5, Synergy_HSA=-3.21.